Dataset: Forward reaction prediction with 1.9M reactions from USPTO patents (1976-2016). Task: Predict the product of the given reaction. (1) Given the reactants [Br:1][CH2:2][CH2:3][OH:4].[Si:5](Cl)([C:8]([CH3:11])([CH3:10])[CH3:9])([CH3:7])[CH3:6].N1C=CN=C1, predict the reaction product. The product is: [Br:1][CH2:2][CH2:3][O:4][Si:5]([C:8]([CH3:11])([CH3:10])[CH3:9])([CH3:7])[CH3:6]. (2) Given the reactants C(O[C:4](=[O:26])[CH2:5][CH2:6][C:7]1[C:8](Cl)=[N:9][C:10]([NH:14][C:15]2[CH:20]=[CH:19][C:18]([CH:21]([CH3:23])[CH3:22])=[CH:17][C:16]=2[Br:24])=[N:11][C:12]=1[CH3:13])C.[CH2:27]([CH:29]([NH2:32])[CH2:30][CH3:31])[CH3:28], predict the reaction product. The product is: [Br:24][C:16]1[CH:17]=[C:18]([CH:21]([CH3:23])[CH3:22])[CH:19]=[CH:20][C:15]=1[NH:14][C:10]1[N:11]=[C:12]([CH3:13])[C:7]2[CH2:6][CH2:5][C:4](=[O:26])[N:32]([CH:29]([CH2:30][CH3:31])[CH2:27][CH3:28])[C:8]=2[N:9]=1. (3) Given the reactants [CH3:1][C:2]([CH3:24])([CH3:23])/[CH:3]=[CH:4]/[C:5]1[CH:6]=[C:7]([C:19]([O:21]C)=[O:20])[N:8]([CH2:10][C:11]2[C:16]([CH3:17])=[CH:15][CH:14]=[CH:13][C:12]=2[CH3:18])[N:9]=1.[OH-].[Na+], predict the reaction product. The product is: [CH3:1][C:2]([CH3:24])([CH3:23])/[CH:3]=[CH:4]/[C:5]1[CH:6]=[C:7]([C:19]([OH:21])=[O:20])[N:8]([CH2:10][C:11]2[C:16]([CH3:17])=[CH:15][CH:14]=[CH:13][C:12]=2[CH3:18])[N:9]=1.